This data is from Peptide-MHC class II binding affinity with 134,281 pairs from IEDB. The task is: Regression. Given a peptide amino acid sequence and an MHC pseudo amino acid sequence, predict their binding affinity value. This is MHC class II binding data. (1) The peptide sequence is SAAPLRTITADTFRK. The MHC is DRB1_0301 with pseudo-sequence DRB1_0301. The binding affinity (normalized) is 0.340. (2) The peptide sequence is LKGTSYKICTDKMFF. The MHC is HLA-DQA10501-DQB10303 with pseudo-sequence HLA-DQA10501-DQB10303. The binding affinity (normalized) is 0. (3) The peptide sequence is DSTVIRNLKNAGLIV. The MHC is DRB5_0101 with pseudo-sequence DRB5_0101. The binding affinity (normalized) is 0.654. (4) The peptide sequence is LPRLIAFTSEHSHFS. The MHC is DRB1_0802 with pseudo-sequence DRB1_0802. The binding affinity (normalized) is 0.235. (5) The peptide sequence is RKHIEWNCDVCRHGD. The MHC is HLA-DQA10401-DQB10402 with pseudo-sequence HLA-DQA10401-DQB10402. The binding affinity (normalized) is 0.0290. (6) The peptide sequence is QFELYKRTDIVEVDR. The MHC is HLA-DQA10501-DQB10302 with pseudo-sequence HLA-DQA10501-DQB10302. The binding affinity (normalized) is 0.293. (7) The peptide sequence is LQLIRLAASLQHYGL. The MHC is DRB1_0101 with pseudo-sequence DRB1_0101. The binding affinity (normalized) is 1.00.